From a dataset of Full USPTO retrosynthesis dataset with 1.9M reactions from patents (1976-2016). Predict the reactants needed to synthesize the given product. Given the product [NH:35]1[C:13]2[C:18](=[CH:17][CH:16]=[CH:15][CH:14]=2)[C:19]([CH2:20][C:11]2[N:32]=[C:25]([CH3:26])[S:41][CH:12]=2)=[CH:38]1, predict the reactants needed to synthesize it. The reactants are: C(NC(=S)[SH-][C:11]1[C:12](=O)[C:13]2[C:18]([C:19](=O)[CH:20]=1)=[CH:17][CH:16]=[CH:15][CH:14]=2)C1C=CC=CC=1.Cl.[CH2:25]([NH2:32])[C:26]1C=CC=CC=1.CC[N:35]([CH2:38]C)CC.C(=S)=[S:41].C1(=O)C2C(=CC=CC=2)C(=O)C=C1.OS(O)(=O)=O.